From a dataset of Full USPTO retrosynthesis dataset with 1.9M reactions from patents (1976-2016). Predict the reactants needed to synthesize the given product. (1) The reactants are: [CH2:1]([O:8][C:9]([N:11]1[CH2:15][CH2:14][C@@H:13]([CH2:16][OH:17])[CH2:12]1)=[O:10])[C:2]1[CH:7]=[CH:6][CH:5]=[CH:4][CH:3]=1.[OH:18]S(O)(=O)=O.O.CO. Given the product [CH2:1]([O:8][C:9]([N:11]1[CH2:15][CH2:14][C@@H:13]([C:16]([OH:18])=[O:17])[CH2:12]1)=[O:10])[C:2]1[CH:7]=[CH:6][CH:5]=[CH:4][CH:3]=1, predict the reactants needed to synthesize it. (2) Given the product [CH3:17][O:18][CH2:19][C:5]([S:2]([CH3:1])(=[O:4])=[O:3])([CH2:8][CH:9]=[CH2:10])[C:6]#[N:7], predict the reactants needed to synthesize it. The reactants are: [CH3:1][S:2]([CH:5]([CH2:8][CH:9]=[CH2:10])[C:6]#[N:7])(=[O:4])=[O:3].C(=O)([O-])[O-].[Cs+].[Cs+].[CH3:17][O:18][CH2:19]Cl.